Dataset: Full USPTO retrosynthesis dataset with 1.9M reactions from patents (1976-2016). Task: Predict the reactants needed to synthesize the given product. Given the product [F:17][C:11]([F:16])([C:12]([F:15])([F:14])[F:13])[CH2:10][NH:9][C:7]1[C:6]([C:18]([O:20][CH2:21][CH3:22])=[O:19])=[CH:5][N:4]=[CH:3][N:8]=1, predict the reactants needed to synthesize it. The reactants are: CS[C:3]1[N:8]=[C:7]([NH:9][CH2:10][C:11]([F:17])([F:16])[C:12]([F:15])([F:14])[F:13])[C:6]([C:18]([O:20][CH2:21][CH3:22])=[O:19])=[CH:5][N:4]=1.